The task is: Binary Classification. Given two protein amino acid sequences, predict whether they physically interact or not.. This data is from Human Reference Interactome with 51,813 positive PPI pairs across 8,248 proteins, plus equal number of experimentally-validated negative pairs. (1) Protein 1 (ENSG00000198324) has sequence MAPGSPPGPAIATMKLNERSLAFYATCDAPVDNAGFLYKKGGRHAAYHRRWFVLRGNMLFYFEDAASREPVGVIILEGCTVELVEAAEEFAFAVRFAGTRARTYVLAAESQDAMEGWVKALSRASFDYLRLVVRELEQQLAAVRGGGGMALPQPQPQSLPLPPSLPSALAPVPSLPSAPAPVPALPLPRRPSALPPKENGCAVWSTEATFRPGPEPPPPPPRRRASAPHGPLDMAPFARLHECYGQEIRALRGQWLSSRVQP*MKLNERSLAFYATCDAPVDNAGFLYKKGGRHAAYHRR.... Protein 2 (ENSG00000127452) has sequence MATLVELPDSVLLEIFSYLPVRDRIRISRVCHRWKRLVDDRWLWRHVDLTLYTMRPKVMWHLLRRYMASRLHSLRMGGYLFSGSQAPQLSPALLRALGQKCPNLKRLCLHVADLSMVPITSLPSTLRTLELHSCEISMAWLHKQQDPTVLPLLECIVLDRVPAFRDEHLQGLTRFRALRSLVLGGTYRVTETGLDAGLQELSYLQRLEVLGCTLSADSTLLAISRHLRDVRKIRLTVRGLSAPGLAVLEGMPALESLCLQGPLVTPEMPSPTEILSSCLTMPKLRVLELQGLGWEGQEAE.... Result: 0 (the proteins do not interact). (2) Protein 1 (ENSG00000203666) has sequence MADEKDREEIIVAEFHKKIKEAFEVFDHESNNTVDVREIGTIIRSLGCCPTEGELHDLIAEVEEEEPTGYIRFEKFLPVMTEILLERKYRPIPEDVLLRAFEVLDSAKRGFLTKDELIKYMTEEGEPFSQEEMEEMLSAAIDPESNSINYKDYITMMVIDEN*XAGTPRPRLSLGISQATGSAARWRTRRTGKGLGYNSDEIRPRTLLIEHLMEGGRRDHHTMTVLWGTQEIIVAEFHKKIKEAFEVFDHESNNTVDVREIGTIIRSLGCCPTEGELHDLIAEVEEEEPTGYIRFEKFLP.... Protein 2 (ENSG00000145284) has sequence MPGPATDAGKIPFCDAKEEIRAGLESSEGGGGPERPGARGQRQNIVWRNVVLMSLLHLGAVYSLVLIPKAKPLTLLWAYFCFLLAALGVTAGAHRLWSHRSYRAKLPLRIFLAVANSMAFQNDIFEWSRDHRAHHKYSETDADPHNARRGFFFSHIGWLFVRKHRDVIEKGRKLDVTDLLADPVVRIQRNTQHIQKEGRALNQEAACEMLREWHQGHILKVTLPGLHILALLHTHCNHSEKCCLMLRALSVSLEVF*MPGPATDAGKIPFCDAKEEIRAGLESSEGGGGPERPGARGQRQ.... Result: 0 (the proteins do not interact). (3) Protein 1 (ENSG00000103018) has sequence MSGSMATAEASGSDGKGQEVETSVTYYRLEEVAKRNSLKELWLVIHGRVYDVTRFLNEHPGGEEVLLEQAGVDASESFEDVGHSSDAREMLKQYYIGDIHPSDLKPESGSKDPSKNDTCKSCWAYWILPIIGAVLLGFLYRYYTSESKSS*MSGSMATAEASGSDGKGQEVETSVTYYRLEEVAKRNSLKELWLVIHGRVYDVTRFLNEHPGGEEVLLEQAGVDASESFEDVGHSSDAREMLKQYYIGDIHPLLGILDFTHHRRCSLRFPVPLLHIGKQILLRRPC*MSGSMATAEASGS.... Protein 2 (ENSG00000162366) has sequence MSALSLLILGLLTAVPPASCQQGLGNLQPWMQGLIAVAVFLVLVAIAFAVNHFWCQEEPEPAHMILTVGNKADGVLVGTDGRYSSMAASFRSSEHENAYENVPEEEGKVRSTPM*. Result: 1 (the proteins interact). (4) Result: 1 (the proteins interact). Protein 1 (ENSG00000146592) has sequence MIYEESKMNLEQERPFVCSAPGCSQRFPTEDHLMIHRHKHEMTLKFPSIKTDNMLSDQTPTPTRFLKNCEEVGLFSELDCSLEHEFRKAQEEESSKRNISMHNAVGGAMTGPGTHQLSSARLPNHDTNVVIQQAMPSPQSSSVITQAPSTNRQIGPVPGSLSSLLHLHNRQRQPMPASMPGTLPNPTMPGSSAVLMPMERQMSVNSSIMGMQGPNLSNPCASPQVQPMHSEAKMRLKAALTHHPAAMSNGNMNTMGHMMEMMGSRQDQTPHHHMHSHPHQHQTLPPHHPYPHQHQHPAHH.... Protein 2 (ENSG00000205867) has sequence MGCCGCSRGCGSGCGGCGSSCGGCGSGCGGCGSGRGGCGSGCGGCSSSCGGCGSRCYVPVCCCKPVCSWVPACSCTSCGSCGGSKGGCGSCGGSKGGCGSCGGSKGGCGSCGCSQSSCCKPCCCSSGCGSSCCQSSCCKPCCCQSSCCVPVCCQSSCCKPCCCQSNCCVPVCCQCKI*. (5) Protein 1 (ENSG00000179071) has sequence MRAPMLQKQQAPRMDTPPPEERLEKQNEKLNNQEEETEFKELDGLREALANLRGLSEEERSEKAMLRSRIEEQSQLICILKRRSDEALERCQILELLNAELEEKMMQEAEKLKAQGEYSRKLEERFMTLAANHELMLRFKDEYKSENIKLREENEKLRLENSSLFSQALKDEEAKVLQLTVRCEALTGELETLKERCAQDACQAQAREKELLELQSQQACTHTKETEQLRSQLQTLKQQHQQAVEQIAKAEETHSSLSQELQARLQTVTREKEELLQLSIERGKVLQNKQAEICQLEEKL.... Protein 2 (ENSG00000106263) has sequence MQDAENVAVPEAAEERAEPGQQQPAAEPPPAEGLLRPAGPGAPEAAGTEASSEEVGIAEAGPESEVRTEPAAEAEAASGPSESPSPPAAEELPGSHAEPPVPAQGEAPGEQARDERSDSRAQAVSEDAGGNEGRAAEAEPRALENGDADEPSFSDPEDFVDDVSEEELLGDVLKDRPQEADGIDSVIVVDNVPQVGPDRLEKLKNVIHKIFSKFGKITNDFYPEEDGKTKGYIFLEYASPAHAVDAVKNADGYKLDKQHTFRVNLFTDFDKYMTISDEWDIPEKQPFKDLGNLRYWLEEA.... Result: 0 (the proteins do not interact). (6) Protein 1 (ENSG00000153684) has sequence MEWKLEQSMREQALLKAQLTQLKESLKEVQLERDEYAEHLKGERARWQQRMRKMSQEVCSLKKEKKHDKYRVEKLERSLSKLKHQMAEPLPPEPPAVPSEVELQHLRKELERVAGELQAQVEYNQRISLLNEGQKERLREQEERLQEQQERLPEQEERLQQLAEPQNSFKELNNENKSVLQLEQQVKELQEKLGKERLEAASQQKQQLTAQLSLMALPGEGDGGGHLDSEGEEAPRPIPSIPQDLESREAMSGFMDHLEEKADLSELVEKEELGFFQYYRERCHQKVYHPITKPGGSAKD.... Protein 2 (ENSG00000164615) has sequence MESMAVATDGGERPGVPAGSGLSASQRRAELRRRKLLMNSEQRINRIMGFHRPGSGAEEESQTKSKQQDSDKLNSLSVPSVSKRVVLGDSVSTGTTDQQGGVAEVKGTQLGDKLDSFIKPPECSSDVNLELRQRNRGDLTADSVQRGSRHGLEQYLSRFEEAMKLRKQLISEKPSQEDGNTTEEFDSFRIFRLVGCALLALGVRAFVCKYLSIFAPFLTLQLAYMGLYKYFPKSEKKIKTTVLTAALLLSGIPAEVINRSMDTYSKMGEVFTDLCVYFFTFIFCHELLDYWGSEVP*MES.... Result: 0 (the proteins do not interact). (7) Protein 1 (ENSG00000266094) has sequence MAMASPAIGQRPYPLLLDPEPPRYLQSLSGPELPPPPPDRSSRLCVPAPLSTAPGAREGRSARRAARGNLEPPPRASRPARPLRPGLQQRLRRRPGAPRPRDVRSIFEQPQDPRVPAERGEGHCFAELVLPGGPGWCDLCGREVLRQALRCTNCKFTCHPECRSLIQLDCSQQEGLSRDRPSPESTLTVTFSQNVCKPVEETQRPPTLQEIKQKIDSYNTREKNCLGMKLSEDGTYTGFIKVHLKLRRPVTVPAGIRPQSIYDAIKEVNLAATTDKRTSFYLPLDAIKQLHISSTTTVSE.... Protein 2 (ENSG00000033170) has sequence MRPWTGSWRWIMLILFAWGTLLFYIGGHLVRDNDHPDHSSRELSKILAKLERLKQQNEDLRRMAESLRIPEGPIDQGPAIGRVRVLEEQLVKAKEQIENYKKQTRNGLGKDHEILRRRIENGAKELWFFLQSELKKLKNLEGNELQRHADEFLLDLGHHERSIMTDLYYLSQTDGAGDWREKEAKDLTELVQRRITYLQNPKDCSKAKKLVCNINKGCGYGCQLHHVVYCFMIAYGTQRTLILESQNWRYATGGWETVFRPVSETCTDRSGISTGHWSGEVKDKNVQVVELPIVDSLHPR.... Result: 0 (the proteins do not interact).